This data is from Full USPTO retrosynthesis dataset with 1.9M reactions from patents (1976-2016). The task is: Predict the reactants needed to synthesize the given product. Given the product [Br:1][C:2]1[C:8]([F:9])=[CH:7][CH:6]=[CH:5][C:3]=1[NH:4][C:16](=[O:25])[CH:17]=[CH:18][C:19]1[CH:24]=[CH:23][CH:22]=[CH:21][CH:20]=1, predict the reactants needed to synthesize it. The reactants are: [Br:1][C:2]1[C:8]([F:9])=[CH:7][CH:6]=[CH:5][C:3]=1[NH2:4].N1C=CC=CC=1.[C:16](Cl)(=[O:25])[CH:17]=[CH:18][C:19]1[CH:24]=[CH:23][CH:22]=[CH:21][CH:20]=1.